This data is from Catalyst prediction with 721,799 reactions and 888 catalyst types from USPTO. The task is: Predict which catalyst facilitates the given reaction. (1) Reactant: [O:1]([C:8]1[CH:13]=[CH:12][C:11]([C:14]2[C:18]([C:19]([O:21][CH2:22][CH3:23])=[O:20])=[CH:17][NH:16][N:15]=2)=[CH:10][CH:9]=1)[C:2]1[CH:7]=[CH:6][CH:5]=[CH:4][CH:3]=1.F[C:25]1[CH:30]=[CH:29][C:28]([N+:31]([O-:33])=[O:32])=[CH:27][CH:26]=1.C(=O)([O-])[O-].[Cs+].[Cs+]. Product: [N+:31]([C:28]1[CH:29]=[CH:30][C:25]([N:16]2[CH:17]=[C:18]([C:19]([O:21][CH2:22][CH3:23])=[O:20])[C:14]([C:11]3[CH:10]=[CH:9][C:8]([O:1][C:2]4[CH:3]=[CH:4][CH:5]=[CH:6][CH:7]=4)=[CH:13][CH:12]=3)=[N:15]2)=[CH:26][CH:27]=1)([O-:33])=[O:32]. The catalyst class is: 60. (2) The catalyst class is: 1. Product: [CH2:1]([N:8]1[C@H:13]([C:17]2[CH:22]=[CH:21][CH:20]=[CH:19][CH:18]=2)[C@H:14]([CH3:15])[O:16][CH2:10][C:9]1=[O:12])[C:2]1[CH:7]=[CH:6][CH:5]=[CH:4][CH:3]=1. Reactant: [CH2:1]([N:8]([C@H:13]([C:17]1[CH:22]=[CH:21][CH:20]=[CH:19][CH:18]=1)[C@@H:14]([OH:16])[CH3:15])[C:9](=[O:12])[CH2:10]Cl)[C:2]1[CH:7]=[CH:6][CH:5]=[CH:4][CH:3]=1.[H-].[Na+].